This data is from Catalyst prediction with 721,799 reactions and 888 catalyst types from USPTO. The task is: Predict which catalyst facilitates the given reaction. Reactant: C(OC(=O)[NH:7][C:8]1([C:12]2[CH:17]=[CH:16][C:15]([C:18]3[C:27]([C:28]4[CH:33]=[CH:32][CH:31]=[CH:30][CH:29]=4)=[CH:26][C:25]4[C:24]5=[N:34][N:35]=[C:36]([OH:37])[N:23]5[CH:22]=[CH:21][C:20]=4[N:19]=3)=[CH:14][CH:13]=2)[CH2:11][CH2:10][CH2:9]1)(C)(C)C.[ClH:39].CCOC(C)=O. Product: [ClH:39].[NH2:7][C:8]1([C:12]2[CH:13]=[CH:14][C:15]([C:18]3[C:27]([C:28]4[CH:33]=[CH:32][CH:31]=[CH:30][CH:29]=4)=[CH:26][C:25]4[C:24]5=[N:34][N:35]=[C:36]([OH:37])[N:23]5[CH:22]=[CH:21][C:20]=4[N:19]=3)=[CH:16][CH:17]=2)[CH2:11][CH2:10][CH2:9]1. The catalyst class is: 100.